Dataset: Catalyst prediction with 721,799 reactions and 888 catalyst types from USPTO. Task: Predict which catalyst facilitates the given reaction. (1) Product: [Cl:5][C:6]1[CH:11]=[C:10]([O:20][CH3:1])[CH:9]=[CH:8][C:7]=1[C:14]1[C:15]([NH2:16])=[N:21][NH:22][C:17]=1[CH3:18]. Reactant: [C:1](O)(=O)C.[Cl:5][C:6]1[CH:11]=[C:10](OC)[CH:9]=[CH:8][C:7]=1[CH:14]([C:17](=O)[CH3:18])[C:15]#[N:16].[OH2:20].[NH2:21][NH2:22]. The catalyst class is: 11. (2) Reactant: [CH3:1][C:2]1[C:3](B(O)O)=[CH:4][S:5][CH:6]=1.[CH2:10]([CH:12]([C:15]1[C:16]2[N:17]([C:22](I)=[C:23]([CH3:25])[N:24]=2)[N:18]=[C:19]([CH3:21])[CH:20]=1)[CH2:13][CH3:14])[CH3:11].C([O-])([O-])=O.[Na+].[Na+]. Product: [CH2:10]([CH:12]([C:15]1[C:16]2[N:17]([C:22]([C:3]3[C:2]([CH3:1])=[CH:6][S:5][CH:4]=3)=[C:23]([CH3:25])[N:24]=2)[N:18]=[C:19]([CH3:21])[CH:20]=1)[CH2:13][CH3:14])[CH3:11]. The catalyst class is: 257. (3) Reactant: [O-][N+:2]1[C:11]2[CH:10]=[C:9]([O:12][CH2:13][CH2:14][O:15][CH2:16][CH2:17][NH:18][C:19](=[O:25])[O:20][C:21]([CH3:24])([CH3:23])[CH3:22])[CH:8]=[CH:7][C:6]=2[C:5]2[S:26][C:27]([CH2:29][CH2:30][CH3:31])=[N:28][C:4]=2[CH:3]=1.[OH-].[NH4+:33].C1(C)C=CC(S(Cl)(=O)=O)=CC=1.C(Cl)(Cl)Cl. Product: [NH2:33][C:3]1[C:4]2[N:28]=[C:27]([CH2:29][CH2:30][CH3:31])[S:26][C:5]=2[C:6]2[CH:7]=[CH:8][C:9]([O:12][CH2:13][CH2:14][O:15][CH2:16][CH2:17][NH:18][C:19](=[O:25])[O:20][C:21]([CH3:24])([CH3:23])[CH3:22])=[CH:10][C:11]=2[N:2]=1. The catalyst class is: 26. (4) Reactant: C([Si](C1C=CC=CC=1)(C1C=CC=CC=1)[O:6][CH2:7][CH:8]1[CH2:13][O:12][CH:11]([C:14]([F:17])([F:16])[F:15])[O:10][CH2:9]1)(C)(C)C.[OH-].[Na+]. Product: [F:17][C:14]([F:15])([F:16])[CH:11]1[O:10][CH2:9][CH:8]([CH2:7][OH:6])[CH2:13][O:12]1. The catalyst class is: 14. (5) Reactant: C(OC([N:8]1[CH2:13][CH2:12][N:11]([C:14]2[CH:15]=[N:16][C:17]([NH:20][C:21]3[N:30]=[CH:29][C:28]4[N:27]=[C:26]([CH3:31])[C:25](=[O:32])[N:24]([CH:33]5[CH2:37][CH2:36][CH2:35][CH2:34]5)[C:23]=4[N:22]=3)=[CH:18][CH:19]=2)[CH2:10][CH2:9]1)=O)(C)(C)C.FC(F)(F)C(O)=O. Product: [CH:33]1([N:24]2[C:23]3[N:22]=[C:21]([NH:20][C:17]4[CH:18]=[CH:19][C:14]([N:11]5[CH2:10][CH2:9][NH:8][CH2:13][CH2:12]5)=[CH:15][N:16]=4)[N:30]=[CH:29][C:28]=3[N:27]=[C:26]([CH3:31])[C:25]2=[O:32])[CH2:37][CH2:36][CH2:35][CH2:34]1. The catalyst class is: 2. (6) Reactant: [N:1]1([C:6]2[CH:13]=[CH:12][C:11]([C:14]([F:17])([F:16])[F:15])=[CH:10][C:7]=2[CH:8]=O)[CH2:5][CH2:4][CH2:3][CH2:2]1.[N:18]1([C:24]([O:26][C:27]([CH3:30])([CH3:29])[CH3:28])=[O:25])[CH2:23][CH2:22][NH:21][CH2:20][CH2:19]1.ClCCCl.C(O[BH-](OC(=O)C)OC(=O)C)(=O)C.[Na+]. Product: [N:1]1([C:6]2[CH:13]=[CH:12][C:11]([C:14]([F:17])([F:16])[F:15])=[CH:10][C:7]=2[CH2:8][N:21]2[CH2:20][CH2:19][N:18]([C:24]([O:26][C:27]([CH3:30])([CH3:29])[CH3:28])=[O:25])[CH2:23][CH2:22]2)[CH2:5][CH2:4][CH2:3][CH2:2]1. The catalyst class is: 6. (7) Reactant: [H-].[Na+].[C:3]([O:11]CC)(=[O:10])[CH2:4][C:5](OCC)=O.[F:14][C:15]1[CH:20]=[CH:19][C:18]([N+:21]([O-:23])=[O:22])=C(F)[C:16]=1[F:25]. Product: [F:25][C:16]1[C:15]([F:14])=[CH:20][CH:19]=[C:18]([N+:21]([O-:23])=[O:22])[C:5]=1[CH2:4][C:3]([OH:11])=[O:10]. The catalyst class is: 7.